This data is from Catalyst prediction with 721,799 reactions and 888 catalyst types from USPTO. The task is: Predict which catalyst facilitates the given reaction. (1) Reactant: C[O:2][C:3]([C:5]1([C:8]2[CH:45]=[CH:44][CH:43]=[CH:42][C:9]=2[CH2:10][CH2:11][C:12]2[C:17]([C:18]([F:21])([F:20])[F:19])=[CH:16][N:15]=[C:14]([NH:22][C:23]3[CH:28]=[CH:27][C:26]([CH:29]4[CH2:34][CH2:33][N:32]([C:35]([O:37][C:38]([CH3:41])([CH3:40])[CH3:39])=[O:36])[CH2:31][CH2:30]4)=[CH:25][CH:24]=3)[N:13]=2)[CH2:7][CH2:6]1)=[O:4].O[Li].O. Product: [C:38]([O:37][C:35]([N:32]1[CH2:33][CH2:34][CH:29]([C:26]2[CH:25]=[CH:24][C:23]([NH:22][C:14]3[N:13]=[C:12]([CH2:11][CH2:10][C:9]4[CH:42]=[CH:43][CH:44]=[CH:45][C:8]=4[C:5]4([C:3]([OH:4])=[O:2])[CH2:6][CH2:7]4)[C:17]([C:18]([F:20])([F:19])[F:21])=[CH:16][N:15]=3)=[CH:28][CH:27]=2)[CH2:30][CH2:31]1)=[O:36])([CH3:41])([CH3:39])[CH3:40]. The catalyst class is: 87. (2) Reactant: [C:1]([OH:9])(=O)[C:2]1[CH:7]=[CH:6][CH:5]=[CH:4][CH:3]=1.[C:10]1([CH3:17])[CH:15]=[CH:14][CH:13]=[C:12]([CH3:16])[CH:11]=1.CCCCN1C=[N+](C)C=C1. Product: [CH3:17][C:10]1[CH:11]=[C:12]([CH3:16])[CH:13]=[CH:14][C:15]=1[C:1]([C:2]1[CH:3]=[CH:4][CH:5]=[CH:6][CH:7]=1)=[O:9]. The catalyst class is: 401. (3) Reactant: [OH-].[K+].[CH:3]([C:6]1[CH:11]=[CH:10][CH:9]=[CH:8][C:7]=1[OH:12])([CH3:5])[CH3:4].CI.[CH3:15]CN(CC)CC. Product: [CH:3]([C:6]1[CH:11]=[CH:10][CH:9]=[CH:8][C:7]=1[O:12][CH3:15])([CH3:5])[CH3:4]. The catalyst class is: 232.